Dataset: Forward reaction prediction with 1.9M reactions from USPTO patents (1976-2016). Task: Predict the product of the given reaction. (1) Given the reactants [Cl:1][C:2]1[CH:3]=[C:4]([NH:8][C:9]2[N:14]=[C:13](O)[CH:12]=[CH:11][N:10]=2)[CH:5]=[CH:6][CH:7]=1.P(Cl)(Cl)([Cl:18])=O, predict the reaction product. The product is: [Cl:1][C:2]1[CH:3]=[C:4]([NH:8][C:9]2[N:14]=[C:13]([Cl:18])[CH:12]=[CH:11][N:10]=2)[CH:5]=[CH:6][CH:7]=1. (2) Given the reactants [CH:1]([C:4]1[C:9]([OH:10])=[CH:8][CH:7]=[C:6]([CH:11]([CH3:13])[CH3:12])[C:5]=1[NH:14][C:15](=[O:27])[CH2:16][N:17]1[CH2:22][CH2:21][N:20]([CH2:23][CH2:24][CH2:25][OH:26])[CH2:19][CH2:18]1)([CH3:3])[CH3:2].[CH2:28]([O:30][CH2:31][CH2:32]Br)[CH3:29], predict the reaction product. The product is: [CH:1]([C:4]1[C:9]([O:10][CH2:29][CH2:28][O:30][CH2:31][CH3:32])=[CH:8][CH:7]=[C:6]([CH:11]([CH3:13])[CH3:12])[C:5]=1[NH:14][C:15](=[O:27])[CH2:16][N:17]1[CH2:22][CH2:21][N:20]([CH2:23][CH2:24][CH2:25][OH:26])[CH2:19][CH2:18]1)([CH3:2])[CH3:3]. (3) Given the reactants [C:1]([C:3]1[N:8]=[C:7]([NH:9][C:10]([C:12]2[CH:17]=[CH:16][CH:15]=[C:14]([CH3:18])[N:13]=2)=[O:11])[CH:6]=[CH:5][CH:4]=1)#[CH:2], predict the reaction product. The product is: [CH2:1]([C:3]1[N:8]=[C:7]([NH:9][C:10]([C:12]2[CH:17]=[CH:16][CH:15]=[C:14]([CH3:18])[N:13]=2)=[O:11])[CH:6]=[CH:5][CH:4]=1)[CH3:2]. (4) Given the reactants C[O:2][C:3](=[O:32])[C:4]1[CH:9]=[CH:8][CH:7]=[C:6]([CH2:10][N:11]2[CH2:15][C:14]([CH3:17])([CH3:16])[CH:13]([O:18][C:19]3[CH:24]=[CH:23][C:22]([C:25]#[N:26])=[C:21]([C:27]([F:30])([F:29])[F:28])[CH:20]=3)[C:12]2=[O:31])[CH:5]=1.[OH-].[Na+].Cl, predict the reaction product. The product is: [C:25]([C:22]1[CH:23]=[CH:24][C:19]([O:18][CH:13]2[C:14]([CH3:17])([CH3:16])[CH2:15][N:11]([CH2:10][C:6]3[CH:5]=[C:4]([CH:9]=[CH:8][CH:7]=3)[C:3]([OH:32])=[O:2])[C:12]2=[O:31])=[CH:20][C:21]=1[C:27]([F:30])([F:29])[F:28])#[N:26]. (5) Given the reactants [Cl:1][C:2]1[CH:3]=[C:4](/[C:12](=[N:16]\[O:17][CH:18]([CH3:20])[CH3:19])/[C:13]([OH:15])=O)[CH:5]=[CH:6][C:7]=1[S:8]([CH3:11])(=[O:10])=[O:9].[C:21]([O:25][C:26]([N:28]1[C:32]([NH2:33])=[CH:31][CH:30]=[N:29]1)=[O:27])([CH3:24])([CH3:23])[CH3:22].C(N(CC)C(C)C)(C)C, predict the reaction product. The product is: [C:21]([O:25][C:26]([N:28]1[C:32]([NH:33][C:13](=[O:15])/[C:12](/[C:4]2[CH:5]=[CH:6][C:7]([S:8]([CH3:11])(=[O:9])=[O:10])=[C:2]([Cl:1])[CH:3]=2)=[N:16]/[O:17][CH:18]([CH3:20])[CH3:19])=[CH:31][CH:30]=[N:29]1)=[O:27])([CH3:24])([CH3:22])[CH3:23]. (6) Given the reactants [OH:1][NH2:2].C([O:5][C:6](=O)[CH2:7][CH2:8][CH2:9][CH2:10][CH2:11][CH2:12][N:13]([C:20]1[CH:21]=[N:22][CH:23]=[CH:24][CH:25]=1)[C:14]1[CH:19]=[CH:18][CH:17]=[CH:16][N:15]=1)C, predict the reaction product. The product is: [OH:1][NH:2][C:6](=[O:5])[CH2:7][CH2:8][CH2:9][CH2:10][CH2:11][CH2:12][N:13]([C:20]1[CH:21]=[N:22][CH:23]=[CH:24][CH:25]=1)[C:14]1[CH:19]=[CH:18][CH:17]=[CH:16][N:15]=1. (7) Given the reactants [F:1][C:2]1[CH:3]=[C:4]([CH:15]=[CH:16][C:17]=1[F:18])[O:5][C:6]1[CH:11]=[CH:10][C:9]([CH2:12][CH2:13][OH:14])=[CH:8][CH:7]=1.Cl[C:20]1[CH:30]=[C:24]2[N:25]([CH3:29])[CH2:26][CH2:27][CH2:28][N:23]2[C:22](=[O:31])[N:21]=1, predict the reaction product. The product is: [F:1][C:2]1[CH:3]=[C:4]([CH:15]=[CH:16][C:17]=1[F:18])[O:5][C:6]1[CH:7]=[CH:8][C:9]([CH2:12][CH2:13][O:14][C:20]2[CH:30]=[C:24]3[N:25]([CH3:29])[CH2:26][CH2:27][CH2:28][N:23]3[C:22](=[O:31])[N:21]=2)=[CH:10][CH:11]=1. (8) Given the reactants Cl.[NH2:2][CH2:3][C:4]1[CH:5]=[C:6]([C:13]([O:15][CH2:16][CH3:17])=[O:14])[C:7]([CH:10]([F:12])[F:11])=[N:8][CH:9]=1.CCN(C(C)C)C(C)C.[C:27](Cl)(=[O:31])[CH:28]([CH3:30])[CH3:29], predict the reaction product. The product is: [F:11][CH:10]([F:12])[C:7]1[C:6]([C:13]([O:15][CH2:16][CH3:17])=[O:14])=[CH:5][C:4]([CH2:3][NH:2][C:27](=[O:31])[CH:28]([CH3:30])[CH3:29])=[CH:9][N:8]=1. (9) The product is: [OH:38][C:35]1([CH3:39])[CH2:36][CH2:37][N:32]([C:28]2[N:27]=[C:26]([NH:25][C:2]3[N:7]=[CH:6][C:5]4[C:8]([N:14]5[CH2:17][CH:16]([C:18]([CH3:24])([CH3:23])[C:19]([O:21][CH3:22])=[O:20])[CH2:15]5)=[N:9][N:10]([CH:11]([CH3:13])[CH3:12])[C:4]=4[CH:3]=3)[CH:31]=[CH:30][N:29]=2)[CH2:33][CH2:34]1. Given the reactants Cl[C:2]1[N:7]=[CH:6][C:5]2[C:8]([N:14]3[CH2:17][CH:16]([C:18]([CH3:24])([CH3:23])[C:19]([O:21][CH3:22])=[O:20])[CH2:15]3)=[N:9][N:10]([CH:11]([CH3:13])[CH3:12])[C:4]=2[CH:3]=1.[NH2:25][C:26]1[CH:31]=[CH:30][N:29]=[C:28]([N:32]2[CH2:37][CH2:36][C:35]([CH3:39])([OH:38])[CH2:34][CH2:33]2)[N:27]=1.C1(P(C2CCCCC2)C2C(OC)=CC=C(OC)C=2C2C(C(C)C)=CC(C(C)C)=CC=2C(C)C)CCCCC1.C(=O)([O-])[O-].[Cs+].[Cs+], predict the reaction product. (10) Given the reactants [CH2:1]([NH2:4])[CH2:2][NH2:3].C[Al](C)C.[C:9]1([CH3:15])[CH:14]=[CH:13][CH:12]=[CH:11][CH:10]=1.BrC1C=[C:25]2C([CH2:21][CH2:22][O:23][CH:24]2C(OC)=O)=CC=1, predict the reaction product. The product is: [CH3:15][C:9]1[CH:14]=[CH:13][CH:12]=[C:11]2[C:10]=1[CH2:21][CH2:22][O:23][CH:24]2[C:25]1[NH:3][CH2:2][CH2:1][N:4]=1.